This data is from CYP2D6 inhibition data for predicting drug metabolism from PubChem BioAssay. The task is: Regression/Classification. Given a drug SMILES string, predict its absorption, distribution, metabolism, or excretion properties. Task type varies by dataset: regression for continuous measurements (e.g., permeability, clearance, half-life) or binary classification for categorical outcomes (e.g., BBB penetration, CYP inhibition). Dataset: cyp2d6_veith. The drug is Cc1ccc(N=Nc2c(O)c(S(=O)(=O)O)cc3cc(S(=O)(=O)O)ccc23)c(C)c1. The result is 0 (non-inhibitor).